Dataset: Full USPTO retrosynthesis dataset with 1.9M reactions from patents (1976-2016). Task: Predict the reactants needed to synthesize the given product. (1) Given the product [OH:8][C:9]1[CH:16]=[CH:15][C:12]([CH:13]=[CH:1][C:2](=[O:7])[CH2:3][C:4](=[O:6])[CH:5]=[CH:38][C:37]2[CH:23]=[CH:22][C:21]([OH:20])=[C:35]([O:43][CH3:41])[CH:36]=2)=[CH:11][C:10]=1[O:17][CH3:18], predict the reactants needed to synthesize it. The reactants are: [CH3:1][C:2](=[O:7])[CH2:3][C:4](=[O:6])[CH3:5].[OH:8][C:9]1[CH:16]=[CH:15][C:12]([CH:13]=O)=[CH:11][C:10]=1[O:17][CH3:18].B([O:20][CH2:21][CH2:22][CH2:23]C)([O:20][CH2:21][CH2:22][CH2:23]C)[O:20][CH2:21][CH2:22][CH2:23]C.[CH2:35](N)[CH2:36][CH2:37][CH3:38].Cl.[C:41](OCC)(=[O:43])C. (2) Given the product [CH2:1]([C:4]1[CH:21]=[CH:20][C:7]([NH:8][C:9]2[C:17]([F:18])=[C:16]([F:19])[CH:15]=[CH:14][C:10]=2[C:11]([NH:23][O:24][CH2:25][CH2:26][OH:27])=[O:13])=[C:6]([F:22])[CH:5]=1)[CH:2]=[CH2:3], predict the reactants needed to synthesize it. The reactants are: [CH2:1]([C:4]1[CH:21]=[CH:20][C:7]([NH:8][C:9]2[C:17]([F:18])=[C:16]([F:19])[CH:15]=[CH:14][C:10]=2[C:11]([OH:13])=O)=[C:6]([F:22])[CH:5]=1)[CH:2]=[CH2:3].[NH2:23][O:24][CH2:25][CH2:26][OH:27].[Cl-].COC1N=C(OC)N=C([N+]2(C)CCOCC2)N=1. (3) Given the product [CH2:40]=[C:41]1[CH2:42][O:43][C:2]2([CH2:7][CH2:6][CH:5]([N:8]3[C:13](=[O:14])[C:12]([CH2:15][C:16]4[CH:17]=[CH:18][C:19]([C:22]5[CH:27]=[CH:26][CH:25]=[CH:24][C:23]=5[C:28]5[NH:32][C:31](=[O:33])[O:30][N:29]=5)=[CH:20][CH:21]=4)=[C:11]([CH2:34][CH2:35][CH3:36])[N:10]4[N:37]=[CH:38][N:39]=[C:9]34)[CH2:4][CH2:3]2)[O:1][CH2:44]1, predict the reactants needed to synthesize it. The reactants are: [O:1]=[C:2]1[CH2:7][CH2:6][CH:5]([N:8]2[C:13](=[O:14])[C:12]([CH2:15][C:16]3[CH:21]=[CH:20][C:19]([C:22]4[CH:27]=[CH:26][CH:25]=[CH:24][C:23]=4[C:28]4[NH:32][C:31](=[O:33])[O:30][N:29]=4)=[CH:18][CH:17]=3)=[C:11]([CH2:34][CH2:35][CH3:36])[N:10]3[N:37]=[CH:38][N:39]=[C:9]23)[CH2:4][CH2:3]1.[CH2:40]=[C:41]([CH2:44]O)[CH2:42][OH:43].CC1C=CC(S(O)(=O)=O)=CC=1. (4) The reactants are: Br[CH2:2][CH2:3][CH:4]1[O:8][CH2:7][CH2:6][O:5]1.[Cl:9][C:10]1[CH:15]=[C:14]([Cl:16])[CH:13]=[CH:12][C:11]=1[N:17]1[C:21]([C:22]2[CH:27]=[CH:26][C:25]([OH:28])=[CH:24][CH:23]=2)=[C:20]([CH3:29])[C:19]([C:30]([NH:32][N:33]2[CH2:38][CH2:37][CH2:36][CH2:35][CH2:34]2)=[O:31])=[N:18]1.C(=O)([O-])[O-].[K+].[K+]. Given the product [Cl:9][C:10]1[CH:15]=[C:14]([Cl:16])[CH:13]=[CH:12][C:11]=1[N:17]1[C:21]([C:22]2[CH:23]=[CH:24][C:25]([O:28][CH2:2][CH2:3][CH:4]3[O:8][CH2:7][CH2:6][O:5]3)=[CH:26][CH:27]=2)=[C:20]([CH3:29])[C:19]([C:30]([NH:32][N:33]2[CH2:34][CH2:35][CH2:36][CH2:37][CH2:38]2)=[O:31])=[N:18]1, predict the reactants needed to synthesize it. (5) The reactants are: Br[C:2]1[N:7]2[N:8]=[C:9]([NH:11][C:12]3[CH:20]=[CH:19][C:15]([C:16]([NH2:18])=[O:17])=[CH:14][CH:13]=3)[N:10]=[C:6]2[CH:5]=[CH:4][CH:3]=1.[OH:21][C:22]1[CH:23]=[C:24](B(O)O)[CH:25]=[CH:26][CH:27]=1.C(=O)([O-])[O-].[Na+].[Na+].O.[Cl-].[Na+].O. Given the product [OH:21][C:22]1[CH:27]=[C:26]([C:2]2[N:7]3[N:8]=[C:9]([NH:11][C:12]4[CH:20]=[CH:19][C:15]([C:16]([NH2:18])=[O:17])=[CH:14][CH:13]=4)[N:10]=[C:6]3[CH:5]=[CH:4][CH:3]=2)[CH:25]=[CH:24][CH:23]=1, predict the reactants needed to synthesize it. (6) The reactants are: [NH2:1][C:2]1[N:7]=[C:6]([C:8]2[CH:15]=[CH:14][C:11]([C:12]#[N:13])=[C:10](F)[CH:9]=2)[CH:5]=[C:4]([C:17]2C=C[CH:20]=[CH:19][C:18]=2OC)[N:3]=1.O.[NH2:26][NH2:27].O1[CH2:33][CH2:32][O:31][CH2:30]C1. Given the product [NH2:1][C:2]1[N:7]=[C:6]([C:8]2[CH:9]=[C:10]3[C:11]([C:12]([NH2:13])=[N:26][NH:27]3)=[CH:14][CH:15]=2)[CH:5]=[C:4]([C:17]2[CH:18]=[CH:19][CH:20]=[CH:33][C:32]=2[O:31][CH3:30])[N:3]=1, predict the reactants needed to synthesize it. (7) Given the product [CH2:1]([C:3]1[CH:4]=[C:5]([CH:8]=[CH:9][C:10]=1[O:11][CH3:12])[CH2:6][NH2:7])[CH3:2].[ClH:13], predict the reactants needed to synthesize it. The reactants are: [CH2:1]([C:3]1[CH:4]=[C:5]([CH:8]=[CH:9][C:10]=1[O:11][CH3:12])[C:6]#[N:7])[CH3:2].[ClH:13]. (8) Given the product [N:20]1([C:2]2[CH:3]=[CH:4][C:5]3[O:11][CH2:10][CH2:9][N:8]([C:12]([O:14][C:15]([CH3:18])([CH3:17])[CH3:16])=[O:13])[CH2:7][C:6]=3[CH:19]=2)[CH2:25][CH2:24][O:23][CH2:22][CH2:21]1, predict the reactants needed to synthesize it. The reactants are: Br[C:2]1[CH:3]=[CH:4][C:5]2[O:11][CH2:10][CH2:9][N:8]([C:12]([O:14][C:15]([CH3:18])([CH3:17])[CH3:16])=[O:13])[CH2:7][C:6]=2[CH:19]=1.[NH:20]1[CH2:25][CH2:24][O:23][CH2:22][CH2:21]1.CC(C)([O-])C.[Na+].O1CCOCC1. (9) Given the product [CH3:32][N:33]1[C:37]([C:2]2[CH:14]=[N:13][C:12]3[C:11]4[CH:10]=[CH:9][C:8]([C:15]([O:17][CH3:18])=[O:16])=[CH:7][C:6]=4[N:5]([C@H:19]([C:26]4[CH:31]=[CH:30][CH:29]=[CH:28][CH:27]=4)[CH:20]4[CH2:25][CH2:24][O:23][CH2:22][CH2:21]4)[C:4]=3[CH:3]=2)=[CH:36][N:35]=[N:34]1, predict the reactants needed to synthesize it. The reactants are: Br[C:2]1[CH:14]=[N:13][C:12]2[C:11]3[CH:10]=[CH:9][C:8]([C:15]([O:17][CH3:18])=[O:16])=[CH:7][C:6]=3[N:5]([C@H:19]([C:26]3[CH:31]=[CH:30][CH:29]=[CH:28][CH:27]=3)[CH:20]3[CH2:25][CH2:24][O:23][CH2:22][CH2:21]3)[C:4]=2[CH:3]=1.[CH3:32][N:33]1[CH:37]=[CH:36][N:35]=[N:34]1.